Task: Predict the reaction yield, written as a fraction of the theoretical maximum amount of product (1.0 means a 100% yield; for example, 0.34 means a 34% yield).. Dataset: Reaction yield outcomes from USPTO patents with 853,638 reactions (1) The reactants are [CH:1]1([C:4]#[C:5][C:6]2[C:7]([C:14]([O:16]C)=[O:15])=[N:8][C:9]([S:12][CH3:13])=[N:10][CH:11]=2)[CH2:3][CH2:2]1.[OH-].[Na+].Cl. The catalyst is CO. The product is [CH:1]1([C:4]#[C:5][C:6]2[C:7]([C:14]([OH:16])=[O:15])=[N:8][C:9]([S:12][CH3:13])=[N:10][CH:11]=2)[CH2:3][CH2:2]1. The yield is 0.780. (2) The reactants are [N:1]([CH2:4][CH2:5][CH2:6][C@:7]1([C:42]2[CH:47]=[CH:46][CH:45]=[CH:44][CH:43]=2)[N:11]([C:12](=[O:33])[C@@H:13]([O:15][Si](C(C)(C)C)(C2C=CC=CC=2)C2C=CC=CC=2)[CH3:14])[N:10]=[C:9]([C:34]2[CH:39]=[C:38]([F:40])[CH:37]=[CH:36][C:35]=2[F:41])[S:8]1)=[N+:2]=[N-:3].CCCC[N+](CCCC)(CCCC)CCCC.[F-].C([O-])(O)=O.[Na+]. The catalyst is C1COCC1. The product is [N:1]([CH2:4][CH2:5][CH2:6][C@:7]1([C:42]2[CH:47]=[CH:46][CH:45]=[CH:44][CH:43]=2)[N:11]([C:12](=[O:33])[C@@H:13]([OH:15])[CH3:14])[N:10]=[C:9]([C:34]2[CH:39]=[C:38]([F:40])[CH:37]=[CH:36][C:35]=2[F:41])[S:8]1)=[N+:2]=[N-:3]. The yield is 0.530. (3) The reactants are [H-].[Na+].C(OC([N:10]1[CH2:26][CH2:25][C:13]2([N:17]([C:18]3[CH:23]=[CH:22][CH:21]=[CH:20][CH:19]=3)[CH2:16][NH:15][C:14]2=[O:24])[CH2:12][CH2:11]1)=O)(C)(C)C.[CH2:27](Br)[C:28]1[CH:33]=[CH:32][CH:31]=[CH:30][CH:29]=1.[Br:35][C:36]1[C:37](=[O:50])[N:38]([C:44]2[CH:49]=[CH:48][CH:47]=[CH:46][CH:45]=2)[N:39]([CH3:43])[C:40]=1[CH2:41]Br.C(N(C(C)C)CC)(C)C. The catalyst is CN1C(=O)CCC1.C(#N)C. The product is [CH2:27]([N:15]1[C:14](=[O:24])[C:13]2([CH2:12][CH2:11][N:10]([CH2:41][C:40]3[N:39]([CH3:43])[N:38]([C:44]4[CH:45]=[CH:46][CH:47]=[CH:48][CH:49]=4)[C:37](=[O:50])[C:36]=3[Br:35])[CH2:26][CH2:25]2)[N:17]([C:18]2[CH:23]=[CH:22][CH:21]=[CH:20][CH:19]=2)[CH2:16]1)[C:28]1[CH:33]=[CH:32][CH:31]=[CH:30][CH:29]=1. The yield is 0.220.